Dataset: Forward reaction prediction with 1.9M reactions from USPTO patents (1976-2016). Task: Predict the product of the given reaction. (1) Given the reactants [C:1]([O:5][C:6]([N:8]1[CH2:13][CH2:12][N:11]([C:14]2[CH:19]=[CH:18][C:17]([C:20]3([C:23]([O:25][C:26]([CH3:29])([CH3:28])[CH3:27])=[O:24])[CH2:22][CH2:21]3)=[CH:16][CH:15]=2)[CH2:10][CH2:9]1)=[O:7])(C)(C)C.Cl.C(#N)C.C(N(CC)C(C)C)(C)C.ClC(OC)=O, predict the reaction product. The product is: [CH3:1][O:5][C:6]([N:8]1[CH2:13][CH2:12][N:11]([C:14]2[CH:19]=[CH:18][C:17]([C:20]3([C:23]([O:25][C:26]([CH3:29])([CH3:28])[CH3:27])=[O:24])[CH2:22][CH2:21]3)=[CH:16][CH:15]=2)[CH2:10][CH2:9]1)=[O:7]. (2) Given the reactants [CH3:1][O:2][C:3]1[CH:9]=[CH:8][C:6]([NH2:7])=[CH:5][CH:4]=1.[H-].[Na+].[Br:12][C:13]1[CH:18]=[CH:17][C:16]([N+:19]([O-:21])=[O:20])=[C:15](F)[CH:14]=1, predict the reaction product. The product is: [Br:12][C:13]1[CH:14]=[CH:15][C:16]([N+:19]([O-:21])=[O:20])=[C:17]([CH:18]=1)[NH:7][C:6]1[CH:8]=[CH:9][C:3]([O:2][CH3:1])=[CH:4][CH:5]=1. (3) The product is: [N:25]1[CH:30]=[CH:29][CH:28]=[CH:27][C:26]=1[C:31]1[N:32]([C:2]2[CH:7]=[CH:6][C:5]([C:8]3[N:9]([C:19]4[CH:20]=[N:21][CH:22]=[CH:23][CH:24]=4)[CH:10]=[C:11]([C:13]4[CH:18]=[CH:17][CH:16]=[CH:15][N:14]=4)[N:12]=3)=[CH:4][CH:3]=2)[C:33]2[CH:39]=[CH:38][CH:37]=[CH:36][C:34]=2[N:35]=1. Given the reactants I[C:2]1[CH:7]=[CH:6][C:5]([C:8]2[N:9]([C:19]3[CH:20]=[N:21][CH:22]=[CH:23][CH:24]=3)[CH:10]=[C:11]([C:13]3[CH:18]=[CH:17][CH:16]=[CH:15][N:14]=3)[N:12]=2)=[CH:4][CH:3]=1.[N:25]1[CH:30]=[CH:29][CH:28]=[CH:27][C:26]=1[C:31]1[NH:32][C:33]2[CH:39]=[CH:38][CH:37]=[CH:36][C:34]=2[N:35]=1.C([O-])([O-])=O.[Cs+].[Cs+].CN(C)[C@@H]1CCCC[C@H]1N, predict the reaction product. (4) Given the reactants [CH3:1][N:2]([CH:4](OC)OC)[CH3:3].[F:9][C:10]1[CH:11]=[C:12]2[C:16](=[CH:17][CH:18]=1)[NH:15][C:14](=[O:19])[CH2:13]2.O, predict the reaction product. The product is: [CH3:1][N:2](/[CH:4]=[C:13]1/[C:14](=[O:19])[NH:15][C:16]2[C:12]/1=[CH:11][C:10]([F:9])=[CH:18][CH:17]=2)[CH3:3]. (5) Given the reactants [H-].[Na+].[CH3:3][C:4]1[C:8]([B:9]2[O:13][C:12]([CH3:15])([CH3:14])[C:11]([CH3:17])([CH3:16])[O:10]2)=[C:7]([CH3:18])[NH:6][N:5]=1.Br[CH2:20][CH2:21][O:22][CH3:23].O, predict the reaction product. The product is: [CH3:23][O:22][CH2:21][CH2:20][N:5]1[C:4]([CH3:3])=[C:8]([B:9]2[O:13][C:12]([CH3:14])([CH3:15])[C:11]([CH3:17])([CH3:16])[O:10]2)[C:7]([CH3:18])=[N:6]1. (6) Given the reactants [CH3:1][O-:2].[Na+].CO.Cl[C:7]1[N:16]=[C:15]([O:17][CH3:18])[C:14]2[CH2:13][CH2:12][C@H:11]3[C@H:19]([CH3:26])[C:20](=[O:25])[C:21]([C:23]#[N:24])=[CH:22][C@:10]3([C:27]3[CH:32]=[CH:31][CH:30]=[CH:29][CH:28]=3)[C:9]=2[N:8]=1, predict the reaction product. The product is: [CH3:1][O:2][C:7]1[N:16]=[C:15]([O:17][CH3:18])[C:14]2[CH2:13][CH2:12][C@H:11]3[C@H:19]([CH3:26])[C:20](=[O:25])[C:21]([C:23]#[N:24])=[CH:22][C@:10]3([C:27]3[CH:32]=[CH:31][CH:30]=[CH:29][CH:28]=3)[C:9]=2[N:8]=1.